Dataset: Full USPTO retrosynthesis dataset with 1.9M reactions from patents (1976-2016). Task: Predict the reactants needed to synthesize the given product. (1) Given the product [CH:12]1([C:11]2[N:7]([CH2:6][C:5]3[C:21]([F:23])=[CH:22][C:2]([CH:25]4[CH2:27][CH2:26]4)=[CH:3][C:4]=3[F:24])[N:8]=[C:9]([C:16]([O:18][CH2:19][CH3:20])=[O:17])[C:10]=2[CH3:15])[CH2:14][CH2:13]1, predict the reactants needed to synthesize it. The reactants are: Br[C:2]1[CH:22]=[C:21]([F:23])[C:5]([CH2:6][N:7]2[C:11]([CH:12]3[CH2:14][CH2:13]3)=[C:10]([CH3:15])[C:9]([C:16]([O:18][CH2:19][CH3:20])=[O:17])=[N:8]2)=[C:4]([F:24])[CH:3]=1.[CH:25]1(B(O)O)[CH2:27][CH2:26]1.P([O-])([O-])([O-])=O.[K+].[K+].[K+].C1(P(C2CCCCC2)C2CCCCC2)CCCCC1. (2) The reactants are: [C:1]([S:5][C:6]1[C:14]2[C:9](=[CH:10][CH:11]=[C:12]([O:15][CH2:16][C:17]3[CH:22]=[CH:21][C:20]([CH3:23])=[CH:19][N:18]=3)[CH:13]=2)[N:8]([CH3:24])[C:7]=1[CH:25]([CH2:29][C:30]1[CH:35]=[CH:34][CH:33]=[CH:32][CH:31]=1)[CH2:26][C:27]#N)([CH3:4])([CH3:3])[CH3:2].[Li+].[OH-:37].[OH2:38]. Given the product [C:1]([S:5][C:6]1[C:14]2[C:9](=[CH:10][CH:11]=[C:12]([O:15][CH2:16][C:17]3[CH:22]=[CH:21][C:20]([CH3:23])=[CH:19][N:18]=3)[CH:13]=2)[N:8]([CH3:24])[C:7]=1[CH:25]([CH2:29][C:30]1[CH:35]=[CH:34][CH:33]=[CH:32][CH:31]=1)[CH2:26][C:27]([OH:38])=[O:37])([CH3:3])([CH3:2])[CH3:4], predict the reactants needed to synthesize it. (3) Given the product [CH2:6]([O:5][P:4]([CH2:9][C:10]1[CH:15]=[C:14]([CH2:16][C:17]2[CH:22]=[CH:21][C:20]([CH2:23][CH3:24])=[CH:19][CH:18]=2)[CH:13]=[CH:12][C:11]=1[OH:25])(=[O:8])[O:3][CH2:1][CH3:2])[CH3:7], predict the reactants needed to synthesize it. The reactants are: [CH2:1]([O:3][P:4]([CH2:9][C:10]1[CH:15]=[C:14]([CH2:16][C:17]2[CH:22]=[CH:21][C:20]([CH2:23][CH3:24])=[CH:19][CH:18]=2)[CH:13]=[CH:12][C:11]=1[O:25]CC1C=CC=CC=1)(=[O:8])[O:5][CH2:6][CH3:7])[CH3:2].